From a dataset of Reaction yield outcomes from USPTO patents with 853,638 reactions. Predict the reaction yield, written as a fraction of the theoretical maximum amount of product (1.0 means a 100% yield; for example, 0.34 means a 34% yield). (1) The reactants are [OH:1][C@@:2]1([CH2:21]O)[CH2:7][CH2:6][CH2:5][C@@:4]([CH2:9][N:10]2[C:14]3[CH:15]=[C:16]([C:19]#[N:20])[CH:17]=[CH:18][C:13]=3[N:12]=[CH:11]2)([CH3:8])[CH2:3]1.C(Cl)Cl.C(N(CC)CC)C.C([O-])([O-])=O.[K+].[K+]. The catalyst is CN(C1C=CN=CC=1)C.C([O-])(O)=O.[Na+]. The product is [CH3:8][C@:4]1([CH2:9][N:10]2[C:14]3[CH:15]=[C:16]([C:19]#[N:20])[CH:17]=[CH:18][C:13]=3[N:12]=[CH:11]2)[CH2:5][CH2:6][CH2:7][C@:2]2([O:1][CH2:21]2)[CH2:3]1. The yield is 0.950. (2) The reactants are [F:1][C:2]1([F:23])[CH2:4][CH:3]1[C:5]1[CH:19]=[CH:18][C:17]([CH2:20][O:21][CH3:22])=[CH:16][C:6]=1[CH2:7][NH:8]C(=O)OC(C)(C)C.[C:24]([OH:30])([C:26]([F:29])([F:28])[F:27])=[O:25]. No catalyst specified. The product is [F:27][C:26]([F:29])([F:28])[C:24]([OH:30])=[O:25].[F:1][C:2]1([F:23])[CH2:4][CH:3]1[C:5]1[CH:19]=[CH:18][C:17]([CH2:20][O:21][CH3:22])=[CH:16][C:6]=1[CH2:7][NH2:8]. The yield is 1.00. (3) The reactants are [CH2:1]([O:3][C:4]([C:6]1[N:14]([CH3:15])[C:13]2[C:12]([F:16])=[CH:11][N:10]=[CH:9][C:8]=2[C:7]=1[NH2:17])=[O:5])[CH3:2].[F:18][C:19]1[CH:24]=[C:23]([Si:25]([CH3:28])([CH3:27])[CH3:26])[CH:22]=[CH:21][C:20]=1OS(C(F)(F)F)(=O)=O.C([O-])([O-])=O.[Cs+].[Cs+]. The catalyst is C1(C)C=CC=CC=1.C1C=CC(/C=C/C(/C=C/C2C=CC=CC=2)=O)=CC=1.C1C=CC(/C=C/C(/C=C/C2C=CC=CC=2)=O)=CC=1.C1C=CC(/C=C/C(/C=C/C2C=CC=CC=2)=O)=CC=1.[Pd].[Pd].CC1(C)C2C(=C(P(C3C=CC=CC=3)C3C=CC=CC=3)C=CC=2)OC2C(P(C3C=CC=CC=3)C3C=CC=CC=3)=CC=CC1=2. The product is [CH2:1]([O:3][C:4]([C:6]1[N:14]([CH3:15])[C:13]2[C:12]([F:16])=[CH:11][N:10]=[CH:9][C:8]=2[C:7]=1[NH:17][C:20]1[CH:21]=[CH:22][C:23]([Si:25]([CH3:27])([CH3:26])[CH3:28])=[CH:24][C:19]=1[F:18])=[O:5])[CH3:2]. The yield is 0.690. (4) The reactants are [Br:1][C:2]1[S:6][C:5]([CH:7]=[O:8])=[CH:4][CH:3]=1.[F:9][C:10]1[CH:15]=[CH:14][C:13]([Mg]Br)=[CH:12][CH:11]=1.[NH4+].[Cl-]. The catalyst is C(OCC)C. The product is [Br:1][C:2]1[S:6][C:5]([CH:7]([C:13]2[CH:14]=[CH:15][C:10]([F:9])=[CH:11][CH:12]=2)[OH:8])=[CH:4][CH:3]=1. The yield is 0.599.